Dataset: Full USPTO retrosynthesis dataset with 1.9M reactions from patents (1976-2016). Task: Predict the reactants needed to synthesize the given product. (1) Given the product [CH2:38]([C:35]1[CH:34]=[C:33]([CH2:32][N:7]2[C:6]3[CH:8]=[C:9]([C:11]4[CH:16]=[CH:15][CH:14]=[CH:13][CH:12]=4)[S:10][C:5]=3[C:4](=[O:17])[N:3]([CH:18]3[CH2:23][CH2:22][N:21]([C:24]([O:26][C:27]([CH3:30])([CH3:29])[CH3:28])=[O:25])[CH2:20][CH2:19]3)[C:2]2=[O:1])[O:37][N:36]=1)[CH3:39], predict the reactants needed to synthesize it. The reactants are: [O:1]=[C:2]1[NH:7][C:6]2[CH:8]=[C:9]([C:11]3[CH:16]=[CH:15][CH:14]=[CH:13][CH:12]=3)[S:10][C:5]=2[C:4](=[O:17])[N:3]1[CH:18]1[CH2:23][CH2:22][N:21]([C:24]([O:26][C:27]([CH3:30])([CH3:29])[CH3:28])=[O:25])[CH2:20][CH2:19]1.Cl[CH2:32][C:33]1[O:37][N:36]=[C:35]([CH2:38][CH3:39])[CH:34]=1.C(=O)([O-])[O-].[K+].[K+]. (2) Given the product [CH:18]([Si:20]([CH:24]([CH3:26])[CH3:25])([CH:21]([CH3:23])[CH3:22])[C:10]1[S:11][C:7]2[CH:14]([CH2:16][OH:15])[CH2:13][O:12][C:8]=2[N:9]=1)([CH3:19])[CH3:17], predict the reactants needed to synthesize it. The reactants are: [Li]CCCC.Br[C:7]1[S:11][CH:10]=[N:9][C:8]=1[O:12][CH2:13][CH:14]1[CH2:16][O:15]1.[CH3:17][CH:18]([Si:20](Cl)([CH:24]([CH3:26])[CH3:25])[CH:21]([CH3:23])[CH3:22])[CH3:19]. (3) Given the product [Cl-:20].[Cl:1][N:2]([Cl:20])[C:3]([CH3:14])([CH3:13])[CH2:4][CH2:5][N+:6]1([CH3:12])[CH2:11][CH2:10][CH2:9][CH2:8][CH2:7]1, predict the reactants needed to synthesize it. The reactants are: [Cl-:1].[NH2:2][C:3]([CH3:14])([CH3:13])[CH2:4][CH2:5][N+:6]1([CH3:12])[CH2:11][CH2:10][CH2:9][CH2:8][CH2:7]1.C(O[Cl:20])(C)(C)C. (4) Given the product [Cl:28][C:27]1[S:26][C:25]([C:29]([O:31][CH3:32])=[O:30])=[CH:24][C:23]=1[C:6]1[N:2]([CH3:1])[N:3]=[CH:4][CH:5]=1, predict the reactants needed to synthesize it. The reactants are: [CH3:1][N:2]1[C:6](B2OC(C)(C)C(C)(C)O2)=[CH:5][CH:4]=[N:3]1.C(=O)([O-])[O-].[K+].[K+].Br[C:23]1[CH:24]=[C:25]([C:29]([O:31][CH3:32])=[O:30])[S:26][C:27]=1[Cl:28]. (5) Given the product [CH3:30][CH:23]([CH2:22][C:19]1[CH:18]=[CH:17][C:16]([O:15][CH2:47][CH2:46][C:43]2[CH:44]=[CH:45][C:40]([NH:38][CH3:36])=[N:41][CH:42]=2)=[CH:21][CH:20]=1)[CH2:24][C:25]([O:27][CH2:28][CH3:29])=[O:26], predict the reactants needed to synthesize it. The reactants are: N(C(OC(C)C)=O)=NC(OC(C)C)=O.[OH:15][C:16]1[CH:21]=[CH:20][C:19]([CH2:22][CH:23]([CH3:30])[CH2:24][C:25]([O:27][CH2:28][CH3:29])=[O:26])=[CH:18][CH:17]=1.C(O[C:36]([N:38]([C:40]1[CH:45]=[CH:44][C:43]([CH:46](O)[CH3:47])=[CH:42][N:41]=1)C)=O)(C)(C)C.C1(P(C2C=CC=CC=2)C2C=CC=CC=2)C=CC=CC=1. (6) The reactants are: [CH2:1]([N:5]1[C:13]([S:14][C:15]2[C:23]([I:24])=[CH:22][C:18]3[O:19][CH2:20][O:21][C:17]=3[CH:16]=2)=[N:12][C:11]2[C:10](=[O:25])[N:9](COCCOC)C=[N:7][C:6]1=2)[CH2:2][CH2:3][CH3:4].[OH-].[Na+].Cl. Given the product [NH2:7][C:6]1[N:5]([CH2:1][CH2:2][CH2:3][CH3:4])[C:13]([S:14][C:15]2[C:23]([I:24])=[CH:22][C:18]3[O:19][CH2:20][O:21][C:17]=3[CH:16]=2)=[N:12][C:11]=1[C:10]([NH2:9])=[O:25], predict the reactants needed to synthesize it.